Dataset: TCR-epitope binding with 47,182 pairs between 192 epitopes and 23,139 TCRs. Task: Binary Classification. Given a T-cell receptor sequence (or CDR3 region) and an epitope sequence, predict whether binding occurs between them. The epitope is IYSKHTPINL. The TCR CDR3 sequence is CATREGTGWTGELFF. Result: 1 (the TCR binds to the epitope).